Dataset: Reaction yield outcomes from USPTO patents with 853,638 reactions. Task: Predict the reaction yield, written as a fraction of the theoretical maximum amount of product (1.0 means a 100% yield; for example, 0.34 means a 34% yield). The yield is 0.760. No catalyst specified. The reactants are [CH:1]([C:4]1[C:9]([O:10][CH3:11])=[CH:8][CH:7]=[CH:6][C:5]=1[OH:12])([CH3:3])[CH3:2].F[C:14]1[CH:21]=[CH:20][C:17]([C:18]#[N:19])=[CH:16][CH:15]=1. The product is [CH:1]([C:4]1[C:9]([O:10][CH3:11])=[CH:8][CH:7]=[CH:6][C:5]=1[O:12][C:14]1[CH:21]=[CH:20][C:17]([C:18]#[N:19])=[CH:16][CH:15]=1)([CH3:3])[CH3:2].